Dataset: Reaction yield outcomes from USPTO patents with 853,638 reactions. Task: Predict the reaction yield, written as a fraction of the theoretical maximum amount of product (1.0 means a 100% yield; for example, 0.34 means a 34% yield). (1) The reactants are [Br:1][C:2]1[N:7]=[C:6]([NH2:8])[CH:5]=[CH:4][CH:3]=1.C(=O)(O)[O-].[Na+].O.[C:15](Cl)(Cl)=[S:16]. The catalyst is C(Cl)(Cl)Cl. The product is [Br:1][C:2]1[CH:3]=[CH:4][CH:5]=[C:6]([N:8]=[C:15]=[S:16])[N:7]=1. The yield is 0.890. (2) The reactants are C[O:2][C:3](=[O:22])[CH:4]=[CH:5][C:6]1[CH:11]=[CH:10][CH:9]=[CH:8][C:7]=1[S:12](=[O:21])(=[O:20])[NH:13][C:14]1[CH:19]=[CH:18][CH:17]=[CH:16][CH:15]=1.[OH-].[Na+]. The catalyst is CO. The product is [C:14]1([NH:13][S:12]([C:7]2[CH:8]=[CH:9][CH:10]=[CH:11][C:6]=2[CH:5]=[CH:4][C:3]([OH:22])=[O:2])(=[O:21])=[O:20])[CH:15]=[CH:16][CH:17]=[CH:18][CH:19]=1. The yield is 0.700. (3) The reactants are [Br:1][C:2]1[CH:7]=[CH:6][C:5]([NH:8][C:9]2[N:17]=[C:16](Cl)[CH:15]=[CH:14][C:10]=2[C:11]([OH:13])=[O:12])=[C:4]([F:19])[CH:3]=1.BrC1C=CC(N)=C(F)C=1.C[Si]([N-][Si](C)(C)C)(C)C.[Li+].ClC1N=C(Cl)C=CC=1C(O)=[O:43]. The catalyst is C1COCC1. The product is [Br:1][C:2]1[CH:7]=[CH:6][C:5]([NH:8][C:9]2[NH:17][C:16](=[O:43])[CH:15]=[CH:14][C:10]=2[C:11]([OH:13])=[O:12])=[C:4]([F:19])[CH:3]=1. The yield is 0.830. (4) The product is [F:35][C:9]1([C:21]([O:23][CH3:24])=[O:22])[CH:8]([C:5]2[CH:4]=[CH:3][C:2]([F:1])=[CH:7][CH:6]=2)[CH2:13][CH2:12][N:11]([C:14]([O:16][C:17]([CH3:18])([CH3:19])[CH3:20])=[O:15])[CH2:10]1. The reactants are [F:1][C:2]1[CH:7]=[CH:6][C:5]([C@@H:8]2[CH2:13][CH2:12][N:11]([C:14]([O:16][C:17]([CH3:20])([CH3:19])[CH3:18])=[O:15])[CH2:10][C@H:9]2[C:21]([O:23][CH3:24])=[O:22])=[CH:4][CH:3]=1.C[Si]([N-][Si](C)(C)C)(C)C.[Li+].[F:35]NS(C1C=CC=CC=1)(=O)=O. The yield is 0.170. The catalyst is O1CCCC1. (5) The reactants are C([O:9][C@@H:10]1[C@H:14]([O:15]C(=O)C2C=CC=CC=2)[C@@H:13]([CH2:24][O:25]C(=O)C2C=CC=CC=2)[O:12][CH:11]1[C:34]([OH:36])=O)(=O)C1C=CC=CC=1.C1(P(C2C=CC=CC=2)C2C=CC=CC=2)C=CC=CC=1.C1C=C(SSC2N=CC=CC=2)N=CC=1.[CH3:70][O:71][C:72]1[CH:73]=[C:74]([CH:77]=[CH:78][CH:79]=1)[NH:75][CH3:76]. The catalyst is C1COCC1. The product is [OH:9][C@@H:10]1[C@H:14]([OH:15])[C@@H:13]([CH2:24][OH:25])[O:12][CH:11]1[C:34]([N:75]([C:74]1[CH:77]=[CH:78][CH:79]=[C:72]([O:71][CH3:70])[CH:73]=1)[CH3:76])=[O:36]. The yield is 0.420. (6) The reactants are Br[C:2]1[CH:7]=[CH:6][N:5]=[C:4]2[N:8]([CH3:13])[CH:9]=[C:10]([CH:11]=[O:12])[C:3]=12.C1(C)C=CC=CC=1P(C1C=CC=CC=1C)C1C=CC=CC=1C.C(N(CC)CC)C.[CH2:43]=[CH:44][C:45]1[CH:50]=[CH:49][CH:48]=[CH:47][CH:46]=1. The catalyst is CN(C=O)C.C([O-])(=O)C.[Pd+2].C([O-])(=O)C. The product is [CH3:13][N:8]1[C:4]2=[N:5][CH:6]=[CH:7][C:2]([CH:43]=[CH:44][C:45]3[CH:50]=[CH:49][CH:48]=[CH:47][CH:46]=3)=[C:3]2[C:10]([CH:11]=[O:12])=[CH:9]1. The yield is 0.510. (7) The reactants are [NH2:1][C:2]1[CH:10]=[CH:9][C:5]([C:6]([OH:8])=[O:7])=[CH:4][C:3]=1[O:11][C:12]([F:15])([F:14])[F:13].Cl.O1CCOC[CH2:18]1. The catalyst is CO. The product is [NH2:1][C:2]1[CH:10]=[CH:9][C:5]([C:6]([O:8][CH3:18])=[O:7])=[CH:4][C:3]=1[O:11][C:12]([F:13])([F:14])[F:15]. The yield is 0.950.